From a dataset of Reaction yield outcomes from USPTO patents with 853,638 reactions. Predict the reaction yield, written as a fraction of the theoretical maximum amount of product (1.0 means a 100% yield; for example, 0.34 means a 34% yield). (1) The reactants are [Br:1][C:2]1[CH:7]=[CH:6][C:5]([S:8](Cl)(=[O:10])=[O:9])=[CH:4][CH:3]=1.[CH3:12][C:13]1([CH3:22])[C@H:18]2[CH2:19][C@@H:14]1[CH2:15][CH2:16][C@H:17]2CN.CC[N:25](CC)CC. The catalyst is C(Cl)Cl. The product is [Br:1][C:2]1[CH:7]=[CH:6][C:5]([S:8]([NH:25][CH:17]2[CH2:16][CH2:15][CH:14]3[CH2:19][CH:18]2[C:13]3([CH3:22])[CH3:12])(=[O:10])=[O:9])=[CH:4][CH:3]=1. The yield is 1.00. (2) The reactants are [P:1]([O-:12])([O:7][C:8]([CH3:11])([CH3:10])[CH3:9])[O:2][C:3]([CH3:6])([CH3:5])[CH3:4].C(=O)(O)[O-:14].[K+].[Mn]([O-])(=O)(=O)=O.[K+]. The catalyst is O. The product is [P:1]([OH:14])([O:7][C:8]([CH3:11])([CH3:10])[CH3:9])([O:2][C:3]([CH3:5])([CH3:6])[CH3:4])=[O:12]. The yield is 0.462. (3) The catalyst is C(O)(=O)C.CCOCC. The reactants are C([O:8][C:9]1[CH:18]=[C:17]2[C:12]([C:13]([O:19][C:20]3[CH:25]=[CH:24][C:23]([N+:26]([O-:28])=[O:27])=[CH:22][C:21]=3[F:29])=[CH:14][CH:15]=[N:16]2)=[CH:11][C:10]=1[O:30][CH3:31])C1C=CC=CC=1.Br. The product is [F:29][C:21]1[CH:22]=[C:23]([N+:26]([O-:28])=[O:27])[CH:24]=[CH:25][C:20]=1[O:19][C:13]1[C:12]2[C:17](=[CH:18][C:9]([OH:8])=[C:10]([O:30][CH3:31])[CH:11]=2)[N:16]=[CH:15][CH:14]=1. The yield is 0.975. (4) The reactants are [NH:1]1[CH:5]=[CH:4][CH:3]=[N:2]1.[CH3:6][O:7][C:8]1[CH:13]=[CH:12][C:11](B(O)O)=[CH:10][CH:9]=1.N1C=CC=CC=1. The catalyst is C([O-])(=O)C.[Cu+2].C([O-])(=O)C.C(Cl)Cl. The product is [CH3:6][O:7][C:8]1[CH:13]=[CH:12][C:11]([N:1]2[CH:5]=[CH:4][CH:3]=[N:2]2)=[CH:10][CH:9]=1. The yield is 0.470. (5) The reactants are [F:1][C:2]([F:43])([F:42])[C:3]1[CH:41]=[CH:40][C:6]([CH2:7][N:8]([CH2:29][C:30]2[CH:35]=[CH:34][C:33]([C:36]([F:39])([F:38])[F:37])=[CH:32][CH:31]=2)[C:9](=[O:28])[CH2:10][O:11][C:12]2[CH:17]=[CH:16][C:15]([CH2:18][C@H:19]([O:25][CH2:26][CH3:27])[C:20]([O:22]CC)=[O:21])=[CH:14][CH:13]=2)=[CH:5][CH:4]=1. The catalyst is C(#N)C.O.[Li+].[OH-]. The product is [F:1][C:2]([F:42])([F:43])[C:3]1[CH:4]=[CH:5][C:6]([CH2:7][N:8]([CH2:29][C:30]2[CH:31]=[CH:32][C:33]([C:36]([F:37])([F:39])[F:38])=[CH:34][CH:35]=2)[C:9](=[O:28])[CH2:10][O:11][C:12]2[CH:17]=[CH:16][C:15]([CH2:18][C@H:19]([O:25][CH2:26][CH3:27])[C:20]([OH:22])=[O:21])=[CH:14][CH:13]=2)=[CH:40][CH:41]=1. The yield is 0.460. (6) The reactants are C1(P(C2C=CC=CC=2)C2C=CC=C3C=2OC2C(P(C4C=CC=CC=4)C4C=CC=CC=4)=CC=CC=2C3(C)C)C=CC=CC=1.CCN(C(C)C)C(C)C.[CH2:52]([SH:54])[CH3:53].FC(F)(F)S(O[C:61]1[C:66]([O:67][CH3:68])=[CH:65][C:64]([Cl:69])=[CH:63][C:62]=1[CH:70]=[O:71])(=O)=O. The catalyst is O1CCOCC1.C1C=CC(/C=C/C(/C=C/C2C=CC=CC=2)=O)=CC=1.C1C=CC(/C=C/C(/C=C/C2C=CC=CC=2)=O)=CC=1.C1C=CC(/C=C/C(/C=C/C2C=CC=CC=2)=O)=CC=1.[Pd].[Pd].C(OCC)(=O)C.O. The product is [Cl:69][C:64]1[CH:65]=[C:66]([O:67][CH3:68])[C:61]([S:54][CH2:52][CH3:53])=[C:62]([CH:63]=1)[CH:70]=[O:71]. The yield is 0.830. (7) The reactants are [Cl:1][C:2]1[CH:3]=[C:4]([C:23]([O:25]C)=[O:24])[C:5]([CH3:22])=[C:6]([CH:21]=1)[O:7][CH:8]1[CH2:13][CH2:12][N:11]([C:14]([O:16][C:17]([CH3:20])([CH3:19])[CH3:18])=[O:15])[CH2:10][CH2:9]1.[OH-].[Na+]. The catalyst is CO. The product is [C:17]([O:16][C:14]([N:11]1[CH2:10][CH2:9][CH:8]([O:7][C:6]2[C:5]([CH3:22])=[C:4]([CH:3]=[C:2]([Cl:1])[CH:21]=2)[C:23]([OH:25])=[O:24])[CH2:13][CH2:12]1)=[O:15])([CH3:20])([CH3:19])[CH3:18]. The yield is 0.750. (8) The reactants are [CH2:1]([O:3][C:4](=[O:13])[C:5]1[CH:10]=[CH:9][C:8]([NH:11][NH2:12])=[CH:7][CH:6]=1)[CH3:2].[CH3:14][CH:15]([CH3:21])[C:16](=O)[CH2:17][C:18]#[N:19].Cl. The catalyst is C(O)C. The product is [NH2:19][C:18]1[N:11]([C:8]2[CH:9]=[CH:10][C:5]([C:4]([O:3][CH2:1][CH3:2])=[O:13])=[CH:6][CH:7]=2)[N:12]=[C:16]([CH:15]([CH3:21])[CH3:14])[CH:17]=1. The yield is 0.880. (9) The reactants are [S:1]1[C:10]2[C:5](=[N:6][CH:7]=[C:8]([C:11](OCC)=[O:12])[CH:9]=2)[O:4][CH2:3][CH2:2]1.[H-].C([Al+]CC(C)C)C(C)C.C(C(C(C([O-])=O)O)O)([O-])=O.[Na+].[K+]. The catalyst is O1CCCC1. The product is [S:1]1[C:10]2[C:5](=[N:6][CH:7]=[C:8]([CH2:11][OH:12])[CH:9]=2)[O:4][CH2:3][CH2:2]1. The yield is 0.300.